The task is: Predict the product of the given reaction.. This data is from Forward reaction prediction with 1.9M reactions from USPTO patents (1976-2016). (1) The product is: [Cl:18][C:15]1[CH:16]=[C:7]([C:3]2[CH:2]=[N:1][CH:6]=[CH:5][CH:4]=2)[CH:8]=[C:9]2[C:14]=1[NH:13][C:12](=[O:17])[CH2:11][CH2:10]2. Given the reactants [N:1]1[CH:6]=[CH:5][CH:4]=[C:3]([C:7]2[CH:8]=[C:9]3[C:14](=[CH:15][CH:16]=2)[NH:13][C:12](=[O:17])[CH2:11][CH2:10]3)[CH:2]=1.[Cl:18]N1C(=O)CCC1=O, predict the reaction product. (2) Given the reactants [Br:1][C:2]1[CH:3]=[CH:4][C:5]([O:19][CH3:20])=[C:6](/[CH:8]=[CH:9]/[C:10]([C:12]2[CH:17]=[CH:16][CH:15]=[CH:14][C:13]=2[OH:18])=[O:11])[CH:7]=1.C([O-])(=O)C.[Na+].CCCCCC.C(Cl)(Cl)Cl, predict the reaction product. The product is: [Br:1][C:2]1[CH:3]=[CH:4][C:5]([O:19][CH3:20])=[C:6]([CH:8]2[CH2:9][C:10](=[O:11])[C:12]3[C:13](=[CH:14][CH:15]=[CH:16][CH:17]=3)[O:18]2)[CH:7]=1.